Dataset: Catalyst prediction with 721,799 reactions and 888 catalyst types from USPTO. Task: Predict which catalyst facilitates the given reaction. Reactant: [F:1][C:2]([F:11])([F:10])[C:3]1[CH:4]=[C:5]([NH2:9])[CH:6]=[N:7][CH:8]=1.CN1CCCC1.Cl[C:19]([O:21][C:22]([CH3:24])=[CH2:23])=[O:20].CCOC(C)=O. Product: [F:11][C:2]([F:1])([F:10])[C:3]1[CH:4]=[C:5]([NH:9][C:19](=[O:20])[O:21][C:22]([CH3:24])=[CH2:23])[CH:6]=[N:7][CH:8]=1. The catalyst class is: 677.